This data is from Forward reaction prediction with 1.9M reactions from USPTO patents (1976-2016). The task is: Predict the product of the given reaction. (1) Given the reactants Cl.Cl.[NH2:3][CH2:4][CH2:5][N:6]1[C:14]2[C:13]([NH:15][C:16]3[CH:17]=[C:18]4[C:22](=[CH:23][CH:24]=3)[N:21]([CH2:25][C:26]3[CH:31]=[CH:30][CH:29]=[C:28]([O:32][C:33]([F:36])([F:35])[F:34])[CH:27]=3)[CH:20]=[CH:19]4)=[N:12][CH:11]=[N:10][C:9]=2[CH:8]=[CH:7]1.[CH3:37][C:38]([S:43]([CH3:46])(=[O:45])=[O:44])([CH3:42])[C:39](O)=[O:40].ON1C2C=CC=CC=2N=N1.Cl.C(N=C=NCCCN(C)C)C, predict the reaction product. The product is: [CH3:37][C:38]([S:43]([CH3:46])(=[O:45])=[O:44])([CH3:42])[C:39]([NH:3][CH2:4][CH2:5][N:6]1[C:14]2[C:13]([NH:15][C:16]3[CH:17]=[C:18]4[C:22](=[CH:23][CH:24]=3)[N:21]([CH2:25][C:26]3[CH:31]=[CH:30][CH:29]=[C:28]([O:32][C:33]([F:35])([F:34])[F:36])[CH:27]=3)[CH:20]=[CH:19]4)=[N:12][CH:11]=[N:10][C:9]=2[CH:8]=[CH:7]1)=[O:40]. (2) The product is: [O:4]1[CH2:1][C:2]21[CH2:5][CH:19]1[N:21]([C:22]([O:24][CH2:25][C:26]3[CH:31]=[CH:30][CH:29]=[CH:28][CH:27]=3)=[O:23])[CH:16]([CH2:17][CH2:18]1)[CH2:3]2. Given the reactants [CH3:1][C:2]([CH3:5])([O-:4])[CH3:3].[K+].[I-].C[S+](C)(C)=O.O=C1C[CH:19]2[N:21]([C:22]([O:24][CH2:25][C:26]3[CH:31]=[CH:30][CH:29]=[CH:28][CH:27]=3)=[O:23])[CH:16]([CH2:17][CH2:18]2)C1, predict the reaction product. (3) Given the reactants [NH2:1][CH:2]([C:10]1[C:15]([O:16][CH3:17])=[CH:14][CH:13]=[CH:12][C:11]=1[O:18][CH3:19])[CH2:3][CH2:4][CH2:5][C:6]([O:8]C)=O.[C:20]1([C:26]2[CH:27]=[C:28]([CH:31]=[CH:32][N:33]=2)[CH:29]=O)[CH:25]=[CH:24][CH:23]=[CH:22][CH:21]=1, predict the reaction product. The product is: [CH3:19][O:18][C:11]1[CH:12]=[CH:13][CH:14]=[C:15]([O:16][CH3:17])[C:10]=1[CH:2]1[N:1]([CH2:29][C:28]2[CH:31]=[CH:32][N:33]=[C:26]([C:20]3[CH:21]=[CH:22][CH:23]=[CH:24][CH:25]=3)[CH:27]=2)[C:6](=[O:8])[CH2:5][CH2:4][CH2:3]1. (4) Given the reactants F[C:2](F)([CH:14](F)[F:15])[CH2:3][O:4][C:5]1[N:6]=[CH:7][C:8]([C:11]([OH:13])=[O:12])=[N:9][CH:10]=1.FC(F)(F)CCO.ClC1N=CC(C(OC(C)(C)C)=O)=NC=1, predict the reaction product. The product is: [F:15][CH2:14][CH2:2][CH2:3][O:4][C:5]1[N:6]=[CH:7][C:8]([C:11]([OH:13])=[O:12])=[N:9][CH:10]=1.